From a dataset of Full USPTO retrosynthesis dataset with 1.9M reactions from patents (1976-2016). Predict the reactants needed to synthesize the given product. (1) Given the product [CH3:15][O:16][CH2:17][O:3][C:4]1[C:5]([CH3:13])=[CH:6][C:7]([CH:8]=[O:9])=[CH:10][C:11]=1[CH3:12], predict the reactants needed to synthesize it. The reactants are: [H-].[Na+].[OH:3][C:4]1[C:11]([CH3:12])=[CH:10][C:7]([CH:8]=[O:9])=[CH:6][C:5]=1[CH3:13].Cl[CH2:15][O:16][CH3:17].O. (2) Given the product [Cl:1][C:2]1[CH:7]=[C:6]([F:8])[CH:5]=[CH:4][C:3]=1[CH2:9][NH:10][C:41](=[O:43])[CH2:40][C:29]1[CH:30]=[N:31][N:32]([C:33]2[CH:34]=[CH:35][C:36]([F:39])=[CH:37][CH:38]=2)[C:28]=1[CH2:26][CH3:27], predict the reactants needed to synthesize it. The reactants are: [Cl:1][C:2]1[CH:7]=[C:6]([F:8])[CH:5]=[CH:4][C:3]=1[CH2:9][NH:10]C(=O)CC1C(C)=NN(CC(O)(C)C)C=1C.[CH2:26]([C:28]1[N:32]([C:33]2[CH:38]=[CH:37][C:36]([F:39])=[CH:35][CH:34]=2)[N:31]=[CH:30][C:29]=1[CH2:40][C:41]([OH:43])=O)[CH3:27].